This data is from Forward reaction prediction with 1.9M reactions from USPTO patents (1976-2016). The task is: Predict the product of the given reaction. Given the reactants N1(O[C:11]2[N:16]=[C:15]([NH:17][CH2:18][C:19]3[CH:24]=[CH:23][CH:22]=[CH:21][CH:20]=3)[C:14]([C:25]([NH2:27])=[O:26])=[CH:13][N:12]=2)C2C=CC=CC=2N=N1.[NH2:28][C:29]1[CH:30]=[C:31]([NH:35][C:36]([C@@H:38]2[CH2:42][CH2:41][CH2:40][N:39]2[CH3:43])=[O:37])[CH:32]=[CH:33][CH:34]=1.CC1C=CC(S(O)(=O)=O)=CC=1, predict the reaction product. The product is: [CH2:18]([NH:17][C:15]1[C:14]([C:25]([NH2:27])=[O:26])=[CH:13][N:12]=[C:11]([NH:28][C:29]2[CH:34]=[CH:33][CH:32]=[C:31]([NH:35][C:36]([C@@H:38]3[CH2:42][CH2:41][CH2:40][N:39]3[CH3:43])=[O:37])[CH:30]=2)[N:16]=1)[C:19]1[CH:20]=[CH:21][CH:22]=[CH:23][CH:24]=1.